From a dataset of Forward reaction prediction with 1.9M reactions from USPTO patents (1976-2016). Predict the product of the given reaction. The product is: [CH3:12][C:13]1[CH:18]=[C:17]([CH3:19])[N:16]=[C:15](/[CH:20]=[CH:21]/[C:22]2[C:30]3[C:25](=[CH:26][C:27]([NH:31][C:32]4[CH:40]=[CH:39][CH:38]=[CH:37][C:33]=4[C:34]([NH:41][CH2:42][C:43]#[C:44][CH2:45][O:46][C:47](=[O:49])[CH3:48])=[O:36])=[CH:28][CH:29]=3)[NH:24][N:23]=2)[CH:14]=1. Given the reactants C1(C)C=CC(S(O)(=O)=O)=CC=1.[CH3:12][C:13]1[CH:18]=[C:17]([CH3:19])[N:16]=[C:15]([CH:20]=[CH:21][C:22]2[C:30]3[C:25](=[CH:26][C:27]([NH:31][C:32]4[CH:40]=[CH:39][CH:38]=[CH:37][C:33]=4[C:34]([OH:36])=O)=[CH:28][CH:29]=3)[NH:24][N:23]=2)[CH:14]=1.[NH2:41][CH2:42][C:43]#[C:44][CH2:45][O:46][C:47](=[O:49])[CH3:48], predict the reaction product.